Dataset: Full USPTO retrosynthesis dataset with 1.9M reactions from patents (1976-2016). Task: Predict the reactants needed to synthesize the given product. (1) Given the product [F:35][C:29]1[CH:30]=[C:31]([F:34])[CH:32]=[CH:33][C:28]=1[C:26]1[CH:25]=[CH:24][C:20]([C:21]([NH:1][C:2]2[CH:11]=[C:10]3[C:5]([CH2:6][CH2:7][CH2:8][NH:9]3)=[CH:4][CH:3]=2)=[O:22])=[C:19]([CH3:18])[N:27]=1, predict the reactants needed to synthesize it. The reactants are: [NH2:1][C:2]1[CH:11]=[C:10]2[C:5]([CH2:6][CH2:7][CH2:8][N:9]2C(=O)C(F)(F)F)=[CH:4][CH:3]=1.[CH3:18][C:19]1[N:27]=[C:26]([C:28]2[CH:33]=[CH:32][C:31]([F:34])=[CH:30][C:29]=2[F:35])[CH:25]=[CH:24][C:20]=1[C:21](O)=[O:22].Cl. (2) The reactants are: [NH2:1][C@H:2]1[CH2:6][CH2:5][N:4]([CH:7]2[CH2:12][CH2:11][N:10]([C:13]3[S:17][N:16]=[C:15]([CH:18]([CH3:20])[CH3:19])[N:14]=3)[CH2:9][CH2:8]2)[C:3]1=[O:21].C(N(C(C)C)C(C)C)C.[Br:31][C:32]1[CH:33]=[N:34][C:35](Cl)=[N:36][CH:37]=1. Given the product [Br:31][C:32]1[CH:33]=[N:34][C:35]([NH:1][C@H:2]2[CH2:6][CH2:5][N:4]([CH:7]3[CH2:8][CH2:9][N:10]([C:13]4[S:17][N:16]=[C:15]([CH:18]([CH3:19])[CH3:20])[N:14]=4)[CH2:11][CH2:12]3)[C:3]2=[O:21])=[N:36][CH:37]=1, predict the reactants needed to synthesize it. (3) Given the product [CH3:17][C:15]1[CH:14]=[CH:13][N:12]2[C:8]([C:6]3[CH:5]=[CH:4][N:3]=[C:2]([C:33]4[CH:38]=[CH:37][C:36]([OH:39])=[CH:35][CH:34]=4)[CH:7]=3)=[C:9]([C:18]3[CH:23]=[CH:22][CH:21]=[C:20]([CH3:24])[N:19]=3)[N:10]=[C:11]2[CH:16]=1, predict the reactants needed to synthesize it. The reactants are: Br[C:2]1[CH:7]=[C:6]([C:8]2[N:12]3[CH:13]=[CH:14][C:15]([CH3:17])=[CH:16][C:11]3=[N:10][C:9]=2[C:18]2[CH:23]=[CH:22][CH:21]=[C:20]([CH3:24])[N:19]=2)[CH:5]=[CH:4][N:3]=1.CC1(C)C(C)(C)OB([C:33]2[CH:38]=[CH:37][C:36]([OH:39])=[CH:35][CH:34]=2)O1. (4) Given the product [Br:33][C:3]1[CH:4]=[C:5]([C:23]([NH2:25])=[O:24])[C:6]2[NH:7][C:8]3[C:13]([C:14]=2[C:2]=1[F:1])=[CH:12][C:11]([C:15]([N:17]1[CH2:22][CH2:21][O:20][CH2:19][CH2:18]1)=[O:16])=[CH:10][CH:9]=3, predict the reactants needed to synthesize it. The reactants are: [F:1][C:2]1[C:14]2[C:13]3[C:8](=[CH:9][CH:10]=[C:11]([C:15]([N:17]4[CH2:22][CH2:21][O:20][CH2:19][CH2:18]4)=[O:16])[CH:12]=3)[NH:7][C:6]=2[C:5]([C:23]([NH2:25])=[O:24])=[CH:4][CH:3]=1.C1C(=O)N([Br:33])C(=O)C1. (5) Given the product [Cl:3][C:2]1[N:1]=[C:8]([NH:15][C:14]2[CH:16]=[CH:17][C:18]3[O:19][CH2:10][O:11][C:12]=3[CH:13]=2)[N:7]=[C:5]([NH:39][C@H:30]([CH3:29])[C@H:31]([C:32]2[CH:37]=[CH:36][CH:35]=[CH:34][CH:33]=2)[OH:38])[N:4]=1, predict the reactants needed to synthesize it. The reactants are: [N:1]1[C:8](Cl)=[N:7][C:5](Cl)=[N:4][C:2]=1[Cl:3].[CH2:10]1[O:19][C:18]2[CH:17]=[CH:16][C:14]([NH2:15])=[CH:13][C:12]=2[O:11]1.C(N(C(C)C)CC)(C)C.[CH3:29][CH:30]([NH2:39])[CH:31]([OH:38])[C:32]1[CH:37]=[CH:36][CH:35]=[CH:34][CH:33]=1. (6) The reactants are: [CH3:1][O:2][C:3]1[CH:12]=[C:11]([O:13][CH3:14])[CH:10]=[C:9]2[C:4]=1[C:5](=[O:27])[NH:6][C:7]([C:15]1[CH:20]=[CH:19][C:18]([N:21]3[CH2:26][CH2:25][NH:24][CH2:23][CH2:22]3)=[CH:17][CH:16]=1)=[N:8]2.CCN(CC)CC.[CH:35]1([C:38](Cl)=[O:39])[CH2:37][CH2:36]1. Given the product [CH:35]1([C:38]([N:24]2[CH2:23][CH2:22][N:21]([C:18]3[CH:19]=[CH:20][C:15]([C:7]4[NH:6][C:5](=[O:27])[C:4]5[C:9](=[CH:10][C:11]([O:13][CH3:14])=[CH:12][C:3]=5[O:2][CH3:1])[N:8]=4)=[CH:16][CH:17]=3)[CH2:26][CH2:25]2)=[O:39])[CH2:37][CH2:36]1, predict the reactants needed to synthesize it. (7) Given the product [OH:17][C:13]1[N:12]([CH2:18][C:19]2[CH:24]=[CH:23][CH:22]=[CH:21][C:20]=2[O:25][CH3:26])[C:11](=[O:27])[N:10]([CH2:9][C:4]2[CH:5]=[CH:6][CH:7]=[CH:8][C:3]=2[O:2][CH3:1])[C:15](=[O:16])[C:14]=1[C:34]([NH:33][CH2:52][C:56]([OH:57])=[O:41])=[O:35], predict the reactants needed to synthesize it. The reactants are: [CH3:1][O:2][C:3]1[CH:8]=[CH:7][CH:6]=[CH:5][C:4]=1[CH2:9][N:10]1[C:15](=[O:16])[CH2:14][C:13](=[O:17])[N:12]([CH2:18][C:19]2[CH:24]=[CH:23][CH:22]=[CH:21][C:20]=2[O:25][CH3:26])[C:11]1=[O:27].COC1C=CC=CC=1C[N:33]=[C:34]=[O:35].C[O:41]C1C=CC=CC=1CN.C([CH:52]([C:56](Cl)=[O:57])C(Cl)=O)C.C1CCN2C(=NCCC2)CC1.